From a dataset of Forward reaction prediction with 1.9M reactions from USPTO patents (1976-2016). Predict the product of the given reaction. (1) Given the reactants Cl[C:2]1[CH:3]=[CH:4][C:5]([N+:13]([O-:15])=[O:14])=[C:6]([CH:12]=1)[C:7]([O:9][CH2:10][CH3:11])=[O:8].[C:16]1(B(O)O)[CH:21]=[CH:20][CH:19]=[CH:18][CH:17]=1.[O-]P([O-])([O-])=O.[K+].[K+].[K+], predict the reaction product. The product is: [N+:13]([C:5]1[CH:4]=[CH:3][C:2]([C:16]2[CH:21]=[CH:20][CH:19]=[CH:18][CH:17]=2)=[CH:12][C:6]=1[C:7]([O:9][CH2:10][CH3:11])=[O:8])([O-:15])=[O:14]. (2) Given the reactants [CH2:1]([O:8][C:9]1[N:17]=[CH:16][N:15]=[C:14]2[C:10]=1[N:11]=[CH:12][N:13]2[CH2:18][C:19]([O:21]C)=[O:20])[C:2]1[CH:7]=[CH:6][CH:5]=[CH:4][CH:3]=1.[OH-].[Na+].Cl, predict the reaction product. The product is: [CH2:1]([O:8][C:9]1[N:17]=[CH:16][N:15]=[C:14]2[C:10]=1[N:11]=[CH:12][N:13]2[CH2:18][C:19]([OH:21])=[O:20])[C:2]1[CH:3]=[CH:4][CH:5]=[CH:6][CH:7]=1. (3) Given the reactants [NH2:1][C:2]1[CH:7]=[CH:6][C:5]([Br:8])=[CH:4][N:3]=1.C(N(CC)CC)C.[C:16](O[C:16]([O:18][C:19]([CH3:22])([CH3:21])[CH3:20])=[O:17])([O:18][C:19]([CH3:22])([CH3:21])[CH3:20])=[O:17], predict the reaction product. The product is: [Br:8][C:5]1[CH:6]=[CH:7][C:2]([NH:1][C:16](=[O:17])[O:18][C:19]([CH3:22])([CH3:21])[CH3:20])=[N:3][CH:4]=1. (4) The product is: [C:1]([O:5][C:6]([N:8]1[CH2:20][C@@H:19]([CH3:21])[N:18]2[C@H:10]([CH2:11][C:12]3[C:17]2=[N:16][C:15]([NH2:22])=[CH:14][CH:13]=3)[CH2:9]1)=[O:7])([CH3:4])([CH3:2])[CH3:3]. Given the reactants [C:1]([O:5][C:6]([N:8]1[CH2:20][C@@H:19]([CH3:21])[N:18]2[C@H:10]([CH2:11][C:12]3[C:17]2=[N:16][C:15]([N:22]=C(C2C=CC=CC=2)C2C=CC=CC=2)=[CH:14][CH:13]=3)[CH2:9]1)=[O:7])([CH3:4])([CH3:3])[CH3:2].C([O-])=O.[NH4+], predict the reaction product. (5) The product is: [CH2:1]([O:3][C:4](=[O:27])[C:5]1[CH:10]=[CH:9][C:8]([O:11][CH3:12])=[C:7]([SH:13])[CH:6]=1)[CH3:2]. Given the reactants [CH2:1]([O:3][C:4](=[O:27])[C:5]1[CH:10]=[CH:9][C:8]([O:11][CH3:12])=[C:7]([S:13]CCC(OCCCCCCCC)=O)[CH:6]=1)[CH3:2].N#N.CC(C)([O-])C.[K+], predict the reaction product. (6) Given the reactants [F:1][C:2]1[CH:10]=[N:9][CH:8]=[C:7]([F:11])[C:3]=1[C:4]([OH:6])=O.ClC1N=C(OC)N=C(OC)N=1.CN1CCOCC1.FC1C=CC=CC=1C([NH:39][C:40]1[CH:45]=[CH:44][C:43]([C:46]2[C:47]([CH3:55])=[CH:48][C:49]3[S:53][CH:52]=[N:51][C:50]=3[CH:54]=2)=[CH:42][N:41]=1)=O.C([O-])(O)=O.[Na+].CC(=O)OCC, predict the reaction product. The product is: [F:11][C:7]1[CH:8]=[N:9][CH:10]=[C:2]([F:1])[C:3]=1[C:4]([NH:39][C:40]1[CH:45]=[CH:44][C:43]([C:46]2[C:47]([CH3:55])=[CH:48][C:49]3[S:53][CH:52]=[N:51][C:50]=3[CH:54]=2)=[CH:42][N:41]=1)=[O:6]. (7) Given the reactants Cl[C:2]1[CH:7]=[C:6]([O:8][C:9]2[C:14]([F:15])=[CH:13][C:12]([NH:16][C:17]([C:19]3([C:22]([NH:24][C:25]4[CH:30]=[CH:29][CH:28]=[CH:27][CH:26]=4)=[O:23])[CH2:21][CH2:20]3)=[O:18])=[C:11]([F:31])[CH:10]=2)[CH:5]=[CH:4][N:3]=1.[C:32]([NH2:35])(=[O:34])[CH3:33].C(=O)([O-])[O-].[Cs+].[Cs+].CC1(C)C2C(=C(P(C3C=CC=CC=3)C3C=CC=CC=3)C=CC=2)OC2C(P(C3C=CC=CC=3)C3C=CC=CC=3)=CC=CC1=2, predict the reaction product. The product is: [C:32]([NH:35][C:2]1[CH:7]=[C:6]([O:8][C:9]2[C:14]([F:15])=[CH:13][C:12]([NH:16][C:17]([C:19]3([C:22]([NH:24][C:25]4[CH:30]=[CH:29][CH:28]=[CH:27][CH:26]=4)=[O:23])[CH2:21][CH2:20]3)=[O:18])=[C:11]([F:31])[CH:10]=2)[CH:5]=[CH:4][N:3]=1)(=[O:34])[CH3:33]. (8) Given the reactants Br[CH2:2][CH2:3][N:4]1[CH2:8][CH2:7][C:6]([CH3:10])([CH3:9])[CH2:5]1.Cl.[Cl:12][C:13]1[CH:18]=[CH:17][C:16]([NH:19]N)=[CH:15][CH:14]=1.[CH3:21][N:22]1[CH2:27][CH2:26][C:25](=O)[CH2:24][CH2:23]1, predict the reaction product. The product is: [Cl:12][C:13]1[CH:18]=[CH:17][C:16]2[N:19]([CH2:2][CH2:3][N:4]3[CH2:8][CH2:7][C:6]([CH3:10])([CH3:9])[CH2:5]3)[C:25]3[CH2:26][CH2:27][N:22]([CH3:21])[CH2:23][C:24]=3[C:15]=2[CH:14]=1.